From a dataset of NCI-60 drug combinations with 297,098 pairs across 59 cell lines. Regression. Given two drug SMILES strings and cell line genomic features, predict the synergy score measuring deviation from expected non-interaction effect. (1) Cell line: BT-549. Synergy scores: CSS=40.5, Synergy_ZIP=-2.36, Synergy_Bliss=1.92, Synergy_Loewe=-7.70, Synergy_HSA=3.32. Drug 2: CC1C(C(CC(O1)OC2CC(CC3=C2C(=C4C(=C3O)C(=O)C5=CC=CC=C5C4=O)O)(C(=O)C)O)N)O. Drug 1: C1=CC(=CC=C1CCCC(=O)O)N(CCCl)CCCl. (2) Drug 1: CC(CN1CC(=O)NC(=O)C1)N2CC(=O)NC(=O)C2. Drug 2: CC1=C(N=C(N=C1N)C(CC(=O)N)NCC(C(=O)N)N)C(=O)NC(C(C2=CN=CN2)OC3C(C(C(C(O3)CO)O)O)OC4C(C(C(C(O4)CO)O)OC(=O)N)O)C(=O)NC(C)C(C(C)C(=O)NC(C(C)O)C(=O)NCCC5=NC(=CS5)C6=NC(=CS6)C(=O)NCCC[S+](C)C)O. Cell line: NCI-H522. Synergy scores: CSS=12.6, Synergy_ZIP=-4.47, Synergy_Bliss=-2.09, Synergy_Loewe=-4.56, Synergy_HSA=-0.135. (3) Drug 1: CC1CCC2CC(C(=CC=CC=CC(CC(C(=O)C(C(C(=CC(C(=O)CC(OC(=O)C3CCCCN3C(=O)C(=O)C1(O2)O)C(C)CC4CCC(C(C4)OC)O)C)C)O)OC)C)C)C)OC. Drug 2: CN(CCCl)CCCl.Cl. Cell line: MDA-MB-231. Synergy scores: CSS=17.2, Synergy_ZIP=-8.20, Synergy_Bliss=-6.60, Synergy_Loewe=-1.21, Synergy_HSA=-0.00551. (4) Cell line: OVCAR-5. Drug 1: C1=CC(=CC=C1CCC2=CNC3=C2C(=O)NC(=N3)N)C(=O)NC(CCC(=O)O)C(=O)O. Synergy scores: CSS=13.5, Synergy_ZIP=-3.96, Synergy_Bliss=-2.70, Synergy_Loewe=-4.24, Synergy_HSA=-2.75. Drug 2: CC1C(C(CC(O1)OC2CC(OC(C2O)C)OC3=CC4=CC5=C(C(=O)C(C(C5)C(C(=O)C(C(C)O)O)OC)OC6CC(C(C(O6)C)O)OC7CC(C(C(O7)C)O)OC8CC(C(C(O8)C)O)(C)O)C(=C4C(=C3C)O)O)O)O. (5) Drug 1: COC1=NC(=NC2=C1N=CN2C3C(C(C(O3)CO)O)O)N. Drug 2: COC1=C2C(=CC3=C1OC=C3)C=CC(=O)O2. Cell line: MDA-MB-231. Synergy scores: CSS=-5.46, Synergy_ZIP=3.09, Synergy_Bliss=2.70, Synergy_Loewe=-2.91, Synergy_HSA=-2.69. (6) Drug 1: CS(=O)(=O)OCCCCOS(=O)(=O)C. Drug 2: CC(C)(C#N)C1=CC(=CC(=C1)CN2C=NC=N2)C(C)(C)C#N. Cell line: U251. Synergy scores: CSS=2.66, Synergy_ZIP=0.216, Synergy_Bliss=3.87, Synergy_Loewe=-0.0471, Synergy_HSA=0.161.